Task: Predict the reaction yield, written as a fraction of the theoretical maximum amount of product (1.0 means a 100% yield; for example, 0.34 means a 34% yield).. Dataset: Reaction yield outcomes from USPTO patents with 853,638 reactions (1) The reactants are [CH2:1]([O:8][C:9]([NH:11][C:12]1([C:15](O)=[O:16])[CH2:14][CH2:13]1)=[O:10])[C:2]1[CH:7]=[CH:6][CH:5]=[CH:4][CH:3]=1.[H]1[BH2][H][BH2]1.C([O-])([O-])=O.[K+].[K+]. The catalyst is O1CCCC1. The product is [CH2:1]([O:8][C:9]([NH:11][C:12]1([CH2:15][OH:16])[CH2:13][CH2:14]1)=[O:10])[C:2]1[CH:3]=[CH:4][CH:5]=[CH:6][CH:7]=1. The yield is 0.430. (2) The reactants are C(OC([N:8]([CH2:16][C:17]1[CH:24]=[CH:23][C:20]([C:21]#[N:22])=[CH:19][CH:18]=1)C(OC(C)(C)C)=O)=O)(C)(C)C. The catalyst is C(O)(C(F)(F)F)=O.ClCCl. The product is [NH2:22][CH2:21][C:20]1[CH:23]=[CH:24][C:17]([C:16]#[N:8])=[CH:18][CH:19]=1. The yield is 0.680. (3) The reactants are [OH-].[Na+].[OH:3][CH2:4][C:5]1[CH:21]=[CH:20][C:8]([O:9][C:10]2[CH:19]=[CH:18][C:13]([C:14]([O:16][CH3:17])=[O:15])=[CH:12][CH:11]=2)=[CH:7][CH:6]=1.Br[CH2:23][C:24]([O:26][C:27]([CH3:30])([CH3:29])[CH3:28])=[O:25]. The catalyst is O.C1(C)C=CC=CC=1.S([O-])(O)(=O)=O.C([N+](CCCC)(CCCC)CCCC)CCC. The product is [C:27]([O:26][C:24](=[O:25])[CH2:23][O:3][CH2:4][C:5]1[CH:21]=[CH:20][C:8]([O:9][C:10]2[CH:19]=[CH:18][C:13]([C:14]([O:16][CH3:17])=[O:15])=[CH:12][CH:11]=2)=[CH:7][CH:6]=1)([CH3:30])([CH3:29])[CH3:28]. The yield is 0.560. (4) The reactants are [NH2:1][C@H:2]1[CH:7]2[CH2:8][CH2:9][N:4]([CH2:5][CH2:6]2)[CH2:3]1.[H-].[Na+].O=[CH:13][CH2:14][N:15]1[C:23]2[C:18](=[CH:19][CH:20]=[CH:21][C:22]=2[C:24]([O:26][CH3:27])=[O:25])[CH:17]=[CH:16]1.C(O[BH-](OC(=O)C)OC(=O)C)(=O)C.[Na+]. The catalyst is C(Cl)Cl.C(O)(=O)C. The product is [N:4]12[CH2:9][CH2:8][CH:7]([CH2:6][CH2:5]1)[C@H:2]([NH:1][CH2:13][CH2:14][N:15]1[C:23]3[C:18](=[CH:19][CH:20]=[CH:21][C:22]=3[C:24]([O:26][CH3:27])=[O:25])[CH:17]=[CH:16]1)[CH2:3]2. The yield is 0.660.